Dataset: Full USPTO retrosynthesis dataset with 1.9M reactions from patents (1976-2016). Task: Predict the reactants needed to synthesize the given product. (1) Given the product [CH2:9]([O:16][C:17]1[C:22]([CH2:23][N:24]2[CH2:33][CH2:32][C:31]3[C:26](=[C:27]([Cl:39])[C:28]([CH:35]([O:38][CH3:1])[CH2:36][CH3:37])=[CH:29][C:30]=3[Cl:34])[C:25]2=[O:40])=[C:21]([CH3:41])[CH:20]=[C:19]([CH3:42])[N:18]=1)[C:10]1[CH:15]=[CH:14][CH:13]=[CH:12][CH:11]=1, predict the reactants needed to synthesize it. The reactants are: [CH3:1]C(C)([O-])C.[K+].IC.[CH2:9]([O:16][C:17]1[C:22]([CH2:23][N:24]2[CH2:33][CH2:32][C:31]3[C:26](=[C:27]([Cl:39])[C:28]([CH:35]([OH:38])[CH2:36][CH3:37])=[CH:29][C:30]=3[Cl:34])[C:25]2=[O:40])=[C:21]([CH3:41])[CH:20]=[C:19]([CH3:42])[N:18]=1)[C:10]1[CH:15]=[CH:14][CH:13]=[CH:12][CH:11]=1. (2) Given the product [C:1]1([C:7]2[C:8]([C:26]3[CH:27]=[CH:28][C:29]([C:32]4([NH2:35])[CH2:33][CH2:34]4)=[CH:30][CH:31]=3)=[N:9][C:10]3[C:15]([CH:16]=2)=[C:14]([O:17][CH2:18][CH2:19][C:20]2[CH:25]=[CH:24][N:23]=[CH:22][CH:21]=2)[N:13]=[CH:12][CH:11]=3)[CH:6]=[CH:5][CH:4]=[CH:3][CH:2]=1, predict the reactants needed to synthesize it. The reactants are: [C:1]1([C:7]2[C:8]([C:26]3[CH:31]=[CH:30][C:29]([C:32]4([NH:35]C(=O)OCC5C=CC=CC=5)[CH2:34][CH2:33]4)=[CH:28][CH:27]=3)=[N:9][C:10]3[C:15]([CH:16]=2)=[C:14]([O:17][CH2:18][CH2:19][C:20]2[CH:25]=[CH:24][N:23]=[CH:22][CH:21]=2)[N:13]=[CH:12][CH:11]=3)[CH:6]=[CH:5][CH:4]=[CH:3][CH:2]=1.[H][H]. (3) Given the product [CH2:1]([O:3][C:4]([N:6]1[CH:11]2[CH2:12][CH2:13][CH:7]1[CH2:8][CH:9]([O:14][S:23]([CH3:22])(=[O:25])=[O:24])[CH2:10]2)=[O:5])[CH3:2], predict the reactants needed to synthesize it. The reactants are: [CH2:1]([O:3][C:4]([N:6]1[CH:11]2[CH2:12][CH2:13][CH:7]1[CH2:8][CH:9]([OH:14])[CH2:10]2)=[O:5])[CH3:2].C(N(CC)CC)C.[CH3:22][S:23](Cl)(=[O:25])=[O:24]. (4) Given the product [F:15][C:10]1[C:9](=[O:16])[N:8]([C:5]2[CH:6]=[CH:7][C:2]([N:1]3[CH2:23][CH2:22][NH:21][CH2:20][CH2:19]3)=[CH:3][CH:4]=2)[CH:13]=[C:12]([F:14])[CH:11]=1, predict the reactants needed to synthesize it. The reactants are: [NH2:1][C:2]1[CH:7]=[CH:6][C:5]([N:8]2[CH:13]=[C:12]([F:14])[CH:11]=[C:10]([F:15])[C:9]2=[O:16])=[CH:4][CH:3]=1.Cl.Cl[CH2:19][CH2:20][NH:21][CH2:22][CH2:23]Cl.C(=O)([O-])[O-].[K+].[K+]. (5) Given the product [Cl:1][C:2]1[CH:3]=[C:4](/[CH:22]=[C:23](\[F:29])/[C:24]([OH:26])=[O:25])[CH:5]=[N:6][C:7]=1[NH:8][C@@H:9]1[CH2:14][CH2:13][CH2:12][N:11]([CH2:15][CH:16]2[CH2:21][CH2:20][CH2:19][CH2:18][CH2:17]2)[CH2:10]1, predict the reactants needed to synthesize it. The reactants are: [Cl:1][C:2]1[CH:3]=[C:4](/[CH:22]=[C:23](\[F:29])/[C:24]([O:26]CC)=[O:25])[CH:5]=[N:6][C:7]=1[NH:8][C@@H:9]1[CH2:14][CH2:13][CH2:12][N:11]([CH2:15][CH:16]2[CH2:21][CH2:20][CH2:19][CH2:18][CH2:17]2)[CH2:10]1.[OH-].[Na+].[Na+].[Cl-]. (6) Given the product [CH2:17]([O:1][C:2]1[CH:7]=[CH:6][C:5]([C:8](=[O:10])[CH3:9])=[CH:4][CH:3]=1)[C:18]1[CH:23]=[CH:22][CH:21]=[CH:20][CH:19]=1, predict the reactants needed to synthesize it. The reactants are: [OH:1][C:2]1[CH:7]=[CH:6][C:5]([C:8](=[O:10])[CH3:9])=[CH:4][CH:3]=1.C([O-])([O-])=O.[K+].[K+].[CH2:17](Cl)[C:18]1[CH:23]=[CH:22][CH:21]=[CH:20][CH:19]=1. (7) Given the product [CH2:31]([O:33][C:34]1[CH:35]=[C:36]([C:37]2[N:39]=[C:1]([C:2]3[CH:3]=[CH:4][N:5]=[CH:6][CH:7]=3)[O:9][N:38]=2)[CH:41]=[CH:42][C:43]=1[O:44][CH2:45][CH3:46])[CH3:32], predict the reactants needed to synthesize it. The reactants are: [C:1]([OH:9])(=O)[C:2]1[CH:7]=[CH:6][N:5]=[CH:4][CH:3]=1.C1C=CC2N(O)N=NC=2C=1.CCN=C=NCCCN(C)C.[CH2:31]([O:33][C:34]1[CH:35]=[C:36]([CH:41]=[CH:42][C:43]=1[O:44][CH2:45][CH3:46])/[C:37](=[N:39]/O)/[NH2:38])[CH3:32].C([O-])(O)=O.[Na+]. (8) Given the product [Br:1][C:2]1[CH:10]=[C:9]2[C:5]([C:6]([CH2:12][CH2:13][OH:14])=[CH:7][N:8]2[CH3:11])=[CH:4][CH:3]=1, predict the reactants needed to synthesize it. The reactants are: [Br:1][C:2]1[CH:10]=[C:9]2[C:5]([C:6]([C:12](=O)[C:13](OC)=[O:14])=[CH:7][N:8]2[CH3:11])=[CH:4][CH:3]=1. (9) Given the product [CH3:27][CH:28]([NH:30][C:24]([C:23]1[C:16]2[C:15]([NH:14][C:6]3[CH:7]=[C:8]4[C:12](=[CH:13][C:5]=3[O:4][CH:2]([CH3:3])[CH3:1])[NH:11][N:10]=[CH:9]4)=[N:20][CH:19]=[N:18][C:17]=2[NH:21][CH:22]=1)=[O:26])[CH3:29], predict the reactants needed to synthesize it. The reactants are: [CH3:1][CH:2]([O:4][C:5]1[CH:13]=[C:12]2[C:8]([CH:9]=[N:10][NH:11]2)=[CH:7][C:6]=1[NH:14][C:15]1[C:16]2[C:23]([C:24]([OH:26])=O)=[CH:22][NH:21][C:17]=2[N:18]=[CH:19][N:20]=1)[CH3:3].[CH3:27][CH:28]([NH2:30])[CH3:29].